This data is from Reaction yield outcomes from USPTO patents with 853,638 reactions. The task is: Predict the reaction yield, written as a fraction of the theoretical maximum amount of product (1.0 means a 100% yield; for example, 0.34 means a 34% yield). (1) The reactants are Br[C:2]1[CH:3]=[C:4]([N:8]2[C:16]3[C:11](=[CH:12][CH:13]=[CH:14][C:15]=3[O:17][CH3:18])[C:10]([C:19]([O:21][CH3:22])=[O:20])=[N:9]2)[CH:5]=[CH:6][CH:7]=1.[C:23]([C@:25]1([OH:32])[CH2:29][CH2:28][N:27]([CH3:30])[C:26]1=[O:31])#[CH:24]. No catalyst specified. The product is [OH:32][C@@:25]1([C:23]#[C:24][C:2]2[CH:3]=[C:4]([N:8]3[C:16]4[C:11](=[CH:12][CH:13]=[CH:14][C:15]=4[O:17][CH3:18])[C:10]([C:19]([O:21][CH3:22])=[O:20])=[N:9]3)[CH:5]=[CH:6][CH:7]=2)[CH2:29][CH2:28][N:27]([CH3:30])[C:26]1=[O:31]. The yield is 0.770. (2) The reactants are [H-].[Al+3].[Li+].[H-].[H-].[H-].[O:7]1[C:11]2([CH2:16][CH2:15][CH:14]([C:17](OCC)=[O:18])[CH2:13][CH2:12]2)[O:10][CH2:9][CH2:8]1.[OH-].[Na+]. The catalyst is C1COCC1. The product is [O:7]1[C:11]2([CH2:16][CH2:15][CH:14]([CH2:17][OH:18])[CH2:13][CH2:12]2)[O:10][CH2:9][CH2:8]1. The yield is 1.03.